From a dataset of Catalyst prediction with 721,799 reactions and 888 catalyst types from USPTO. Predict which catalyst facilitates the given reaction. (1) Reactant: C(O[BH-](OC(=O)C)OC(=O)C)(=O)C.[Na+].[F:15][C:16]1[CH:17]=[C:18]2[C:22](=[CH:23][C:24]=1[F:25])[NH:21][CH:20]=[C:19]2[CH2:26][CH:27]=O.[CH2:29]([NH:31][CH2:32][CH3:33])[CH3:30]. Product: [F:15][C:16]1[CH:17]=[C:18]2[C:22](=[CH:23][C:24]=1[F:25])[NH:21][CH:20]=[C:19]2[CH2:26][CH2:27][N:31]([CH2:32][CH3:33])[CH2:29][CH3:30]. The catalyst class is: 281. (2) Reactant: [In].[Cl-].[NH4+].[N+:4]([C:7]1[CH:36]=[CH:35][C:10]([CH2:11][N:12]2[CH:17]=[C:16]([C:18]3[O:22][N:21]=[C:20]([C:23]4[CH:28]=[CH:27][C:26]([O:29][C:30]([F:33])([F:32])[F:31])=[CH:25][CH:24]=4)[N:19]=3)[CH:15]=[CH:14][C:13]2=[O:34])=[CH:9][CH:8]=1)([O-])=O.C(OCC)(=O)C. Product: [NH2:4][C:7]1[CH:36]=[CH:35][C:10]([CH2:11][N:12]2[CH:17]=[C:16]([C:18]3[O:22][N:21]=[C:20]([C:23]4[CH:28]=[CH:27][C:26]([O:29][C:30]([F:31])([F:33])[F:32])=[CH:25][CH:24]=4)[N:19]=3)[CH:15]=[CH:14][C:13]2=[O:34])=[CH:9][CH:8]=1. The catalyst class is: 40. (3) Reactant: C(NC(C)C)(C)C.C([Li])CCC.[CH3:13][C:14]1[N:15]=[N:16][CH:17]=[CH:18][CH:19]=1.[C:20](=O)([O:23]C)[O:21][CH3:22].[NH4+].[Cl-]. Product: [N:16]1[CH:17]=[CH:18][CH:19]=[C:14]([CH2:13][C:20]([O:21][CH3:22])=[O:23])[N:15]=1. The catalyst class is: 1. (4) Reactant: Cl[C:2]1[N:7]=[N:6][C:5]([O:8][CH2:9][CH3:10])=[C:4]([N:11]2[CH2:16][CH2:15][O:14][CH2:13][CH2:12]2)[CH:3]=1.[CH3:17][C:18]1[CH:24]=[CH:23][C:21]([NH2:22])=[CH:20][C:19]=1B1OC(C)(C)C(C)(C)O1.C([O-])([O-])=O.[Na+].[Na+].C(Cl)Cl. Product: [CH2:9]([O:8][C:5]1[N:6]=[N:7][C:2]([C:19]2[CH:20]=[C:21]([CH:23]=[CH:24][C:18]=2[CH3:17])[NH2:22])=[CH:3][C:4]=1[N:11]1[CH2:16][CH2:15][O:14][CH2:13][CH2:12]1)[CH3:10]. The catalyst class is: 57. (5) Reactant: [C:1]([N:5]1[C:9]([C:10]2[CH:15]=[CH:14][C:13]([F:16])=[CH:12][CH:11]=2)=[C:8]([C:17]2[S:18][CH:19]=[C:20]([C:22]([OH:24])=O)[N:21]=2)[CH:7]=[N:6]1)([CH3:4])([CH3:3])[CH3:2].CN(C(ON1N=NC2C=CC=NC1=2)=[N+](C)C)C.F[P-](F)(F)(F)(F)F.CCN(C(C)C)C(C)C.[O:58]1[CH2:63][CH2:62][CH:61]([CH2:64][NH2:65])[CH2:60][CH2:59]1. Product: [C:1]([N:5]1[C:9]([C:10]2[CH:15]=[CH:14][C:13]([F:16])=[CH:12][CH:11]=2)=[C:8]([C:17]2[S:18][CH:19]=[C:20]([C:22]([NH:65][CH2:64][CH:61]3[CH2:62][CH2:63][O:58][CH2:59][CH2:60]3)=[O:24])[N:21]=2)[CH:7]=[N:6]1)([CH3:3])([CH3:2])[CH3:4]. The catalyst class is: 18.